This data is from Forward reaction prediction with 1.9M reactions from USPTO patents (1976-2016). The task is: Predict the product of the given reaction. Given the reactants [Br:1][C:2]1[CH:9]=[CH:8][C:5]([C:6]#[N:7])=[C:4]([CH3:10])[CH:3]=1.C(O[CH:16](N(C)C)[N:17]([CH3:19])[CH3:18])(C)(C)C, predict the reaction product. The product is: [Br:1][C:2]1[CH:9]=[CH:8][C:5]([C:6]#[N:7])=[C:4](/[CH:10]=[CH:16]/[N:17]([CH3:19])[CH3:18])[CH:3]=1.